This data is from Full USPTO retrosynthesis dataset with 1.9M reactions from patents (1976-2016). The task is: Predict the reactants needed to synthesize the given product. (1) Given the product [Cl:1][C:2]1[N:3]=[C:4]([NH:11][CH:12]2[CH2:15][CH2:14][CH2:13]2)[C:5]2[C:10]([Cl:23])=[CH:9][NH:8][C:6]=2[N:7]=1, predict the reactants needed to synthesize it. The reactants are: [Cl:1][C:2]1[N:3]=[C:4]([NH:11][CH:12]2[CH2:15][CH2:14][CH2:13]2)[C:5]2[CH:10]=[CH:9][NH:8][C:6]=2[N:7]=1.C1C(=O)N([Cl:23])C(=O)C1. (2) Given the product [OH2:6].[OH2:11].[OH2:1].[OH2:6].[C:4]([O-:7])(=[O:6])[CH3:5].[Ni+2:2].[C:9]([O-:12])(=[O:11])[CH3:10], predict the reactants needed to synthesize it. The reactants are: [OH-:1].[Ni+2:2].[OH-].[C:4]([O-:7])(=[O:6])[CH3:5].[Ni+2].[C:9]([O-:12])(=[O:11])[CH3:10].